Dataset: Forward reaction prediction with 1.9M reactions from USPTO patents (1976-2016). Task: Predict the product of the given reaction. (1) Given the reactants [N:1]1[CH:6]=[CH:5][CH:4]=[C:3]([NH:7][C:8](=[O:15])OCC(Cl)(Cl)Cl)[CH:2]=1.[O:16]1[CH:20]=[CH:19][C:18]([C:21]2[N:25]=[C:24]([N:26]3[CH2:31][CH2:30][NH:29][CH2:28][CH2:27]3)[S:23][N:22]=2)=[CH:17]1.C(N(C(C)C)CC)(C)C.O, predict the reaction product. The product is: [O:16]1[CH:20]=[CH:19][C:18]([C:21]2[N:25]=[C:24]([N:26]3[CH2:27][CH2:28][N:29]([C:8]([NH:7][C:3]4[CH:2]=[N:1][CH:6]=[CH:5][CH:4]=4)=[O:15])[CH2:30][CH2:31]3)[S:23][N:22]=2)=[CH:17]1. (2) Given the reactants [O:1]1[CH:5]=[CH:4][CH:3]=[C:2]1[C:6]([NH:8][C:9]1[CH:18]=[CH:17][C:12]([C:13](OC)=[O:14])=[CH:11][CH:10]=1)=[O:7].O.[NH2:20][NH2:21], predict the reaction product. The product is: [NH:20]([C:13]([C:12]1[CH:17]=[CH:18][C:9]([NH:8][C:6]([C:2]2[O:1][CH:5]=[CH:4][CH:3]=2)=[O:7])=[CH:10][CH:11]=1)=[O:14])[NH2:21]. (3) Given the reactants [F-].C([N+](CCCC)(CCCC)CCCC)CCC.[Si]([O:26][C@@H:27]([CH2:38][O:39][CH:40]1[CH2:43][CH2:42][CH2:41]1)[C:28]([NH:30][C:31]1[CH:36]=[N:35][C:34]([CH3:37])=[CH:33][N:32]=1)=[O:29])(C(C)(C)C)(C)C, predict the reaction product. The product is: [CH:40]1([O:39][CH2:38][C@H:27]([OH:26])[C:28]([NH:30][C:31]2[CH:36]=[N:35][C:34]([CH3:37])=[CH:33][N:32]=2)=[O:29])[CH2:43][CH2:42][CH2:41]1. (4) Given the reactants [CH:1]([C:3]1[CH:4]=[CH:5][CH:6]=[C:7]2[C:11]=1[N:10]([CH3:12])[C:9]([C:13]([OH:15])=O)=[CH:8]2)=[O:2].N1(OC(N(C)C)=[N+](C)C)C2N=CC=CC=2N=N1.F[P-](F)(F)(F)(F)F.C(N(CC)C(C)C)(C)C.ON1C2N=CC=CC=2N=N1.Cl.[NH2:60][C:61]1[C:62]([O:76][CH3:77])=[C:63]([NH:71][S:72]([CH3:75])(=[O:74])=[O:73])[CH:64]=[C:65]([C:67]([CH3:70])([CH3:69])[CH3:68])[CH:66]=1, predict the reaction product. The product is: [C:67]([C:65]1[CH:64]=[C:63]([NH:71][S:72]([CH3:75])(=[O:74])=[O:73])[C:62]([O:76][CH3:77])=[C:61]([NH:60][C:13]([C:9]2[N:10]([CH3:12])[C:11]3[C:7]([CH:8]=2)=[CH:6][CH:5]=[CH:4][C:3]=3[CH:1]=[O:2])=[O:15])[CH:66]=1)([CH3:70])([CH3:68])[CH3:69]. (5) Given the reactants [Cl:1][C:2]1[CH:7]=[C:6]([Cl:8])[CH:5]=[CH:4][C:3]=1[C@H:9]([N:11]1[C:15]2[CH:16]=[C:17]([C:20]3[CH2:21][CH2:22][NH:23][CH2:24][CH:25]=3)[CH:18]=[CH:19][C:14]=2[N:13]=[CH:12]1)[CH3:10].[C:26]1(=O)[CH2:31][CH2:30][CH2:29][CH2:28][CH2:27]1.C(O[BH-](OC(=O)C)OC(=O)C)(=O)C.[Na+], predict the reaction product. The product is: [CH:26]1([N:23]2[CH2:22][CH:21]=[C:20]([C:17]3[CH:18]=[CH:19][C:14]4[N:13]=[CH:12][N:11]([C@@H:9]([C:3]5[CH:4]=[CH:5][C:6]([Cl:8])=[CH:7][C:2]=5[Cl:1])[CH3:10])[C:15]=4[CH:16]=3)[CH2:25][CH2:24]2)[CH2:31][CH2:30][CH2:29][CH2:28][CH2:27]1. (6) The product is: [F:1][C:2]1[CH:3]=[C:4]([CH:7]=[CH:8][C:9]=1[C:10]1[S:11][C:12]2[C:17]([N:18]=1)=[CH:16][CH:15]=[C:14]([C:19]1([C:22]3[CH:23]=[CH:24][CH:25]=[CH:26][CH:27]=3)[CH2:20][CH2:21]1)[N:13]=2)[CH2:5][NH:36][C@@H:35]([CH3:37])[C:34]([O:33][C:29]([CH3:32])([CH3:31])[CH3:30])=[O:38]. Given the reactants [F:1][C:2]1[CH:3]=[C:4]([CH:7]=[CH:8][C:9]=1[C:10]1[S:11][C:12]2[C:17]([N:18]=1)=[CH:16][CH:15]=[C:14]([C:19]1([C:22]3[CH:27]=[CH:26][CH:25]=[CH:24][CH:23]=3)[CH2:21][CH2:20]1)[N:13]=2)[CH:5]=O.Cl.[C:29]([O:33][C:34](=[O:38])[C@H:35]([CH3:37])[NH2:36])([CH3:32])([CH3:31])[CH3:30], predict the reaction product. (7) Given the reactants [Cl:1][C:2]1[CH:3]=[C:4]2[C:9](=[CH:10][CH:11]=1)[N:8]([C:12]1[C:13]([C:26]3[CH:31]=[CH:30][C:29]([F:32])=[CH:28][CH:27]=3)=[N:14][C:15]3[C:20]([N:21]=1)=[CH:19][C:18]([C:22]([O:24]C)=[O:23])=[CH:17][CH:16]=3)[CH2:7][CH2:6][CH2:5]2.[OH-].[Na+], predict the reaction product. The product is: [Cl:1][C:2]1[CH:3]=[C:4]2[C:9](=[CH:10][CH:11]=1)[N:8]([C:12]1[C:13]([C:26]3[CH:27]=[CH:28][C:29]([F:32])=[CH:30][CH:31]=3)=[N:14][C:15]3[C:20]([N:21]=1)=[CH:19][C:18]([C:22]([OH:24])=[O:23])=[CH:17][CH:16]=3)[CH2:7][CH2:6][CH2:5]2. (8) Given the reactants [OH:1][CH:2]([CH:11]=[CH2:12])[CH2:3][C:4]([O:6][C:7]([CH3:10])([CH3:9])[CH3:8])=[O:5].C(C(C(C)C)=C[CH2:18][B:19]([O-])[O-:20])(C)C, predict the reaction product. The product is: [OH:20][B:19]1[CH2:18][CH:12]=[CH:11][CH:2]([CH2:3][C:4]([O:6][C:7]([CH3:8])([CH3:10])[CH3:9])=[O:5])[O:1]1. (9) Given the reactants [CH3:1][O:2][C:3]1[CH:12]=[CH:11][C:10]([C:13]2[CH:18]=[CH:17][CH:16]=[CH:15][CH:14]=2)=[C:9]2[C:4]=1[CH2:5][CH2:6][NH:7][CH2:8]2.[O:19]1[CH2:24][CH2:23][N:22]([C:25]2[CH:31]=[CH:30][C:28]([NH2:29])=[CH:27][CH:26]=2)[CH2:21][CH2:20]1.[C:32](N1C=CN=C1)(N1C=CN=C1)=[O:33], predict the reaction product. The product is: [N:22]1([C:25]2[CH:31]=[CH:30][C:28]([NH:29][C:32]([N:7]3[CH2:6][CH2:5][C:4]4[C:9](=[C:10]([C:13]5[CH:18]=[CH:17][CH:16]=[CH:15][CH:14]=5)[CH:11]=[CH:12][C:3]=4[O:2][CH3:1])[CH2:8]3)=[O:33])=[CH:27][CH:26]=2)[CH2:21][CH2:20][O:19][CH2:24][CH2:23]1. (10) Given the reactants [C:1]([O:5][C:6](=[O:33])[NH:7][CH:8]([C:28]1[NH:29][CH:30]=[CH:31][N:32]=1)[CH2:9][C:10]1[CH:18]=[C:17]([CH3:19])[C:16]2[C:12](=[CH:13][N:14]([CH2:20][O:21][CH2:22][CH2:23][Si:24]([CH3:27])([CH3:26])[CH3:25])[N:15]=2)[CH:11]=1)([CH3:4])([CH3:3])[CH3:2].F[C:35]1[CH:40]=[CH:39][CH:38]=[CH:37][C:36]=1[N+:41]([O-:43])=[O:42].C(=O)([O-])[O-].[K+].[K+], predict the reaction product. The product is: [CH3:19][C:17]1[C:16]2[C:12](=[CH:13][N:14]([CH2:20][O:21][CH2:22][CH2:23][Si:24]([CH3:25])([CH3:27])[CH3:26])[N:15]=2)[CH:11]=[C:10]([CH2:9][CH:8]([NH:7][C:6](=[O:33])[O:5][C:1]([CH3:4])([CH3:2])[CH3:3])[C:28]2[N:29]([C:35]3[CH:40]=[CH:39][CH:38]=[CH:37][C:36]=3[N+:41]([O-:43])=[O:42])[CH:30]=[CH:31][N:32]=2)[CH:18]=1.